This data is from Reaction yield outcomes from USPTO patents with 853,638 reactions. The task is: Predict the reaction yield, written as a fraction of the theoretical maximum amount of product (1.0 means a 100% yield; for example, 0.34 means a 34% yield). (1) The reactants are CN(C(ON1N=NC2C=CC=NC1=2)=[N+](C)C)C.F[P-](F)(F)(F)(F)F.[C:25]([O:29][C:30](=[O:39])[NH:31][C:32]1[CH:37]=[CH:36][CH:35]=[CH:34][C:33]=1[NH2:38])([CH3:28])([CH3:27])[CH3:26].[CH3:40][O:41][C:42]([C:44]1[CH:45]=[CH:46][C:47]([C:50](O)=[O:51])=[N:48][CH:49]=1)=[O:43].CN1CCOCC1. The catalyst is CN(C=O)C.O. The product is [C:25]([O:29][C:30]([NH:31][C:32]1[CH:37]=[CH:36][CH:35]=[CH:34][C:33]=1[NH:38][C:50]([C:47]1[CH:46]=[CH:45][C:44]([C:42]([O:41][CH3:40])=[O:43])=[CH:49][N:48]=1)=[O:51])=[O:39])([CH3:28])([CH3:26])[CH3:27]. The yield is 0.790. (2) The reactants are C([NH:4][C:5]1[CH:10]=[CH:9][C:8]([S:11]([NH:14][C:15]2[S:19][C:18]([CH2:20][C:21]([O:23]CC)=[O:22])=[N:17][N:16]=2)(=[O:13])=[O:12])=[CH:7][CH:6]=1)(=O)C.Cl. No catalyst specified. The product is [NH2:4][C:5]1[CH:10]=[CH:9][C:8]([S:11]([NH:14][C:15]2[S:19][C:18]([CH2:20][C:21]([OH:23])=[O:22])=[N:17][N:16]=2)(=[O:13])=[O:12])=[CH:7][CH:6]=1. The yield is 0.820. (3) The reactants are C([N:3]([CH2:6][CH3:7])[CH2:4]C)C.C1C=CC([O:14]P(OC2C=CC=CC=2)(N=[N+]=[N-])=O)=CC=1.C1(C)C=CC=CC=1.[Cl:34][C:35]1[CH:40]=[CH:39][C:38]([S:41]([CH:44]([C:51]2[CH:56]=[C:55]([F:57])[CH:54]=[CH:53][C:52]=2[F:58])[CH2:45]CCC(O)=O)(=[O:43])=[O:42])=[CH:37][CH:36]=1.[CH3:59][C:60]([OH:63])([CH3:62])[CH3:61]. The catalyst is ClCCl.CCCCCC. The product is [Cl:34][C:35]1[CH:36]=[CH:37][C:38]([S:41]([CH:44]([C:51]2[CH:56]=[C:55]([F:57])[CH:54]=[CH:53][C:52]=2[F:58])[CH2:45][CH2:7][CH2:6][NH:3][C:4](=[O:14])[O:63][C:60]([CH3:62])([CH3:61])[CH3:59])(=[O:43])=[O:42])=[CH:39][CH:40]=1. The yield is 0.510. (4) The reactants are Cl[C:2]1[C:3](=[O:24])[C:4](=[O:23])[C:5]=1[NH:6][C:7]1[CH:12]=[CH:11][CH:10]=[C:9]([C:13]([N:15]2[CH2:20][CH2:19][N:18]([CH3:21])[CH2:17][CH2:16]2)=[O:14])[C:8]=1[OH:22].[Cl:25][C:26]1[CH:32]=[CH:31][CH:30]=[CH:29][C:27]=1[NH2:28]. The catalyst is CS(C)=O. The product is [OH:22][C:8]1[C:9]([C:13]([N:15]2[CH2:20][CH2:19][N:18]([CH3:21])[CH2:17][CH2:16]2)=[O:14])=[CH:10][CH:11]=[CH:12][C:7]=1[NH:6][C:5]1[C:4](=[O:23])[C:3](=[O:24])[C:2]=1[NH:28][C:27]1[CH:29]=[CH:30][CH:31]=[CH:32][C:26]=1[Cl:25]. The yield is 0.400.